Predict which catalyst facilitates the given reaction. From a dataset of Catalyst prediction with 721,799 reactions and 888 catalyst types from USPTO. Reactant: Br[C:2]1[CH:3]=[N:4][C:5]2[N:6]([CH:8]=[CH:9][N:10]=2)[CH:7]=1.[F:11][C:12]1[CH:13]=[C:14](B(O)O)[CH:15]=[CH:16][CH:17]=1.C(=O)([O-])[O-].[Na+].[Na+].CN(C)C=O. Product: [F:11][C:12]1[CH:17]=[C:16]([C:2]2[CH:3]=[N:4][C:5]3[N:6]([CH:8]=[CH:9][N:10]=3)[CH:7]=2)[CH:15]=[CH:14][CH:13]=1. The catalyst class is: 257.